This data is from Forward reaction prediction with 1.9M reactions from USPTO patents (1976-2016). The task is: Predict the product of the given reaction. (1) Given the reactants [Cl:1][C:2]1[CH:3]=[C:4]([NH:16][C:17]2[C:26]3[C:21](=[CH:22][C:23]([O:39][CH2:40][CH3:41])=[C:24]([NH:27][C:28](=[O:38])[CH2:29]P(OCC)(OCC)=O)[CH:25]=3)[N:20]=[CH:19][C:18]=2[C:42]#[N:43])[CH:5]=[CH:6][C:7]=1[O:8][CH2:9][C:10]1[CH:15]=[CH:14][CH:13]=[CH:12][N:11]=1.C[Si]([N-][Si](C)(C)C)(C)C.[Li+].C1(C)C=CC=CC=1.[CH3:61][N:62]1[CH2:66][CH2:65][CH2:64][CH:63]1[CH:67]=O, predict the reaction product. The product is: [Cl:1][C:2]1[CH:3]=[C:4]([NH:16][C:17]2[C:26]3[C:21](=[CH:22][C:23]([O:39][CH2:40][CH3:41])=[C:24]([NH:27][C:28](=[O:38])/[CH:29]=[CH:67]/[CH:63]4[CH2:64][CH2:65][CH2:66][N:62]4[CH3:61])[CH:25]=3)[N:20]=[CH:19][C:18]=2[C:42]#[N:43])[CH:5]=[CH:6][C:7]=1[O:8][CH2:9][C:10]1[CH:15]=[CH:14][CH:13]=[CH:12][N:11]=1. (2) Given the reactants [OH:1][N:2]=[C:3](Cl)[C:4]1[CH:9]=[CH:8][C:7]([CH3:10])=[CH:6][CH:5]=1.[Cl:12][C:13]1[CH:18]=[C:17]([C:19]([C:21]([F:24])([F:23])[F:22])=[CH2:20])[CH:16]=[C:15]([Cl:25])[CH:14]=1, predict the reaction product. The product is: [Cl:12][C:13]1[CH:18]=[C:17]([C:19]2([C:21]([F:24])([F:22])[F:23])[O:1][N:2]=[C:3]([C:4]3[CH:9]=[CH:8][C:7]([CH3:10])=[CH:6][CH:5]=3)[CH2:20]2)[CH:16]=[C:15]([Cl:25])[CH:14]=1. (3) Given the reactants Br.[Br:2][CH2:3][CH2:4][CH2:5][NH2:6].C(N(CC)CC)C.[F:14][C:15]([F:26])([F:25])[C:16](O[C:16](=[O:17])[C:15]([F:26])([F:25])[F:14])=[O:17], predict the reaction product. The product is: [Br:2][CH2:3][CH2:4][CH2:5][NH:6][C:16](=[O:17])[C:15]([F:26])([F:25])[F:14]. (4) Given the reactants [NH:1]=[C:2]([C:16]1[CH:21]=[CH:20][C:19]([N+:22]([O-:24])=[O:23])=[C:18]([CH3:25])[CH:17]=1)/[CH:3]=[C:4](/[C:6]1[CH:11]=[CH:10][CH:9]=[CH:8][C:7]=1[O:12][CH2:13][CH2:14][CH3:15])\[NH2:5].N[C:27](N)=[O:28].Cl, predict the reaction product. The product is: [CH3:25][C:18]1[CH:17]=[C:16]([C:2]2[CH:3]=[C:4]([C:6]3[CH:11]=[CH:10][CH:9]=[CH:8][C:7]=3[O:12][CH2:13][CH2:14][CH3:15])[NH:5][C:27](=[O:28])[N:1]=2)[CH:21]=[CH:20][C:19]=1[N+:22]([O-:24])=[O:23]. (5) Given the reactants [Cl:1][C:2]1[CH:11]=[CH:10][CH:9]=[C:8]2[C:3]=1[CH2:4][N:5]([CH:13]1[CH2:18][CH2:17][N:16](CC3C=CC=CC=3)[CH2:15][CH2:14]1)[C:6](=[O:12])[NH:7]2.C(Cl)(=O)OC(Cl)C, predict the reaction product. The product is: [Cl:1][C:2]1[CH:11]=[CH:10][CH:9]=[C:8]2[C:3]=1[CH2:4][N:5]([CH:13]1[CH2:18][CH2:17][NH:16][CH2:15][CH2:14]1)[C:6](=[O:12])[NH:7]2. (6) Given the reactants O=[C:2]1[CH2:7][CH2:6][CH:5]([C:8]2[CH:15]=[CH:14][CH:13]=[CH:12][C:9]=2[C:10]#[N:11])[CH2:4][CH2:3]1.BrC1C=CC=CC=1C#N.CC1(C)C(C)(C)OB(C2CCC3(OCCO3)CC=2)O1.[NH:44]1[CH2:47][CH:46]([NH:48][C:49](=[O:66])[CH2:50][NH:51][C:52]2[C:61]3[C:56](=[CH:57][CH:58]=[C:59]([C:62]([F:65])([F:64])[F:63])[CH:60]=3)[N:55]=[CH:54][N:53]=2)[CH2:45]1.[BH-](OC(C)=O)(OC(C)=O)OC(C)=O.[Na+], predict the reaction product. The product is: [C:10]([C:9]1[CH:12]=[CH:13][CH:14]=[CH:15][C:8]=1[CH:5]1[CH2:6][CH2:7][CH:2]([N:44]2[CH2:45][CH:46]([NH:48][C:49](=[O:66])[CH2:50][NH:51][C:52]3[C:61]4[C:56](=[CH:57][CH:58]=[C:59]([C:62]([F:63])([F:65])[F:64])[CH:60]=4)[N:55]=[CH:54][N:53]=3)[CH2:47]2)[CH2:3][CH2:4]1)#[N:11].